Dataset: Forward reaction prediction with 1.9M reactions from USPTO patents (1976-2016). Task: Predict the product of the given reaction. (1) Given the reactants [F:1][C:2]([F:27])([F:26])[C:3](O)([C:15]1[CH:20]=[CH:19][CH:18]=[C:17]([C:21]([F:24])([F:23])[F:22])[CH:16]=1)[CH2:4][C:5]([C:8]1[CH:13]=[CH:12][C:11]([CH3:14])=[CH:10][CH:9]=1)=[N:6][OH:7].C1(P(C2C=CC=CC=2)C2C=CC=CC=2)C=CC=CC=1.N(C(OCC)=O)=NC(OCC)=O, predict the reaction product. The product is: [CH3:14][C:11]1[CH:10]=[CH:9][C:8]([C:5]2[CH2:4][C:3]([C:2]([F:26])([F:27])[F:1])([C:15]3[CH:20]=[CH:19][CH:18]=[C:17]([C:21]([F:23])([F:22])[F:24])[CH:16]=3)[O:7][N:6]=2)=[CH:13][CH:12]=1. (2) Given the reactants [NH2:1][C@H:2]([CH2:18][CH3:19])[CH2:3][N:4]1[CH:8]=[CH:7][C:6]([C:9]2[CH:16]=[CH:15][C:12]([C:13]#[N:14])=[C:11]([Cl:17])[CH:10]=2)=[N:5]1.[C:20]([C:23]1[CH:27]=[C:26]([C:28](O)=[O:29])[NH:25][N:24]=1)(=[O:22])[CH3:21], predict the reaction product. The product is: [C:20]([C:23]1[CH:27]=[C:26]([C:28]([NH:1][C@H:2]([CH2:18][CH3:19])[CH2:3][N:4]2[CH:8]=[CH:7][C:6]([C:9]3[CH:16]=[CH:15][C:12]([C:13]#[N:14])=[C:11]([Cl:17])[CH:10]=3)=[N:5]2)=[O:29])[NH:25][N:24]=1)(=[O:22])[CH3:21].